From a dataset of Reaction yield outcomes from USPTO patents with 853,638 reactions. Predict the reaction yield, written as a fraction of the theoretical maximum amount of product (1.0 means a 100% yield; for example, 0.34 means a 34% yield). (1) The reactants are Cl.[Br:2][C:3]1[CH:8]=[C:7]([Cl:9])[CH:6]=[CH:5][C:4]=1[CH2:10][C:11]([NH2:13])=[NH:12].[C:14]([O:18][C:19](=[O:34])/[C:20](/O)=[C:21](\[O:25][CH2:26][C:27]1[CH:32]=[CH:31][CH:30]=[CH:29][CH:28]=1)/[C:22](O)=[O:23])([CH3:17])([CH3:16])[CH3:15].C[O-].[Na+].C(OCC)(=O)C. The yield is 0.479. The catalyst is CO.CCCCCC.O. The product is [C:14]([O:18][C:19]([C:20]1[C:21]([O:25][CH2:26][C:27]2[CH:32]=[CH:31][CH:30]=[CH:29][CH:28]=2)=[C:22]([OH:23])[N:13]=[C:11]([CH2:10][C:4]2[CH:5]=[CH:6][C:7]([Cl:9])=[CH:8][C:3]=2[Br:2])[N:12]=1)=[O:34])([CH3:17])([CH3:15])[CH3:16]. (2) The product is [F:13][C:11]1[CH:10]=[CH:9][C:8]([C:14](=[O:26])[NH:15][CH2:16][C:17]2[CH:22]=[CH:21][CH:20]=[C:19]([N+:23]([O-:25])=[O:24])[CH:18]=2)=[C:7]([CH:12]=1)[O:6][CH2:5][C:4]([OH:27])=[O:3]. The yield is 0.980. The catalyst is C(O)C. The reactants are C([O:3][C:4](=[O:27])[CH2:5][O:6][C:7]1[CH:12]=[C:11]([F:13])[CH:10]=[CH:9][C:8]=1[C:14](=[O:26])[NH:15][CH2:16][C:17]1[CH:22]=[CH:21][CH:20]=[C:19]([N+:23]([O-:25])=[O:24])[CH:18]=1)C.[OH-].[Na+]. (3) The reactants are O(C[C:9]1[CH:14]=[CH:13][CH:12]=[CH:11][C:10]=1[S:15](=[O:18])(=[O:17])[NH2:16])C1C=CC=CC=1.C[OH:20]. The catalyst is [Pd]. The product is [OH:20][C:9]1[CH:14]=[CH:13][CH:12]=[CH:11][C:10]=1[S:15](=[O:18])(=[O:17])[NH2:16]. The yield is 0.800. (4) The reactants are [Cl:1][C:2]1[N:3]=[C:4]2[C:9](=[CH:10][CH:11]=1)[N:8]=[CH:7][C:6]([C:12](=[O:14])[CH3:13])=[C:5]2[NH:15][C:16]1[CH:21]=[CH:20][C:19]([CH2:22][CH2:23][N:24]([CH3:26])[CH3:25])=[CH:18][CH:17]=1.[Cl:27][C:28]1[CH:33]=[C:32](B2OC(C)(C)C(C)(C)O2)[CH:31]=[C:30]([F:43])[C:29]=1[OH:44].C1(N)C(F)=C(F)C(F)=C(N)C=1F.Cl.Cl. No catalyst specified. The product is [ClH:1].[ClH:27].[Cl:27][C:28]1[CH:33]=[C:32]([C:2]2[N:3]=[C:4]3[C:9](=[CH:10][CH:11]=2)[N:8]=[CH:7][C:6]([C:12](=[O:14])[CH3:13])=[C:5]3[NH:15][C:16]2[CH:17]=[CH:18][C:19]([CH2:22][CH2:23][N:24]([CH3:25])[CH3:26])=[CH:20][CH:21]=2)[CH:31]=[C:30]([F:43])[C:29]=1[OH:44]. The yield is 0.220. (5) The reactants are [F:1][C:2]1[CH:7]=[C:6]([I:8])[CH:5]=[CH:4][C:3]=1[NH:9][C:10]1[N:15]([CH3:16])[C:14](=[O:17])[C:13]2[CH2:18][CH2:19][CH2:20][C:12]=2[C:11]=1[C:21](OCC)=[O:22].[Si:26]([O:33][C@H:34]([CH3:38])[CH2:35][O:36][NH2:37])([C:29]([CH3:32])([CH3:31])[CH3:30])([CH3:28])[CH3:27].[Li+].C[Si]([N-][Si](C)(C)C)(C)C. The catalyst is C1COCC1. The product is [Si:26]([O:33][C@H:34]([CH3:38])[CH2:35][O:36][NH:37][C:21]([C:11]1[C:12]2[CH2:20][CH2:19][CH2:18][C:13]=2[C:14](=[O:17])[N:15]([CH3:16])[C:10]=1[NH:9][C:3]1[CH:4]=[CH:5][C:6]([I:8])=[CH:7][C:2]=1[F:1])=[O:22])([C:29]([CH3:32])([CH3:31])[CH3:30])([CH3:28])[CH3:27]. The yield is 0.960. (6) The reactants are CN(C=O)C.Br[CH2:7][C:8]([C:10]1[CH:15]=[CH:14][CH:13]=[CH:12][CH:11]=1)=[O:9].[C:16]1(=[O:26])[NH:20][C:19](=[O:21])[C:18]2=[CH:22][CH:23]=[CH:24][CH:25]=[C:17]12.[K]. The catalyst is CCOCC. The product is [O:9]=[C:8]([C:10]1[CH:15]=[CH:14][CH:13]=[CH:12][CH:11]=1)[CH2:7][N:20]1[C:16](=[O:26])[C:17]2[C:18](=[CH:22][CH:23]=[CH:24][CH:25]=2)[C:19]1=[O:21]. The yield is 0.900. (7) The reactants are [NH:1]1[CH2:6][CH:5]=[CH:4][CH2:3][CH2:2]1.[C:7]([O:11][C:12](O[C:12]([O:11][C:7]([CH3:10])([CH3:9])[CH3:8])=[O:13])=[O:13])([CH3:10])([CH3:9])[CH3:8]. The catalyst is O1CCOCC1.C(N(CC)CC)C. The product is [N:1]1([C:12]([O:11][C:7]([CH3:10])([CH3:9])[CH3:8])=[O:13])[CH2:2][CH:3]=[CH:4][CH2:5][CH2:6]1. The yield is 0.990.